From a dataset of Reaction yield outcomes from USPTO patents with 853,638 reactions. Predict the reaction yield, written as a fraction of the theoretical maximum amount of product (1.0 means a 100% yield; for example, 0.34 means a 34% yield). (1) The reactants are Cl[C:2]1[CH:11]=[C:10]2[C:5]([CH:6]=[C:7]([C:14]3[CH:19]=[C:18]([F:20])[CH:17]=[CH:16][C:15]=3[CH3:21])[N+:8]([O-:13])=[C:9]2[CH3:12])=[CH:4][N:3]=1.[CH:22]1([C:25]([NH2:27])=[O:26])[CH2:24][CH2:23]1.C(=O)([O-])[O-].[Cs+].[Cs+]. The catalyst is O1CCOCC1.ClCCl.CO. The product is [CH:22]1([C:25]([NH:27][C:2]2[CH:11]=[C:10]3[C:5]([CH:6]=[C:7]([C:14]4[CH:19]=[C:18]([F:20])[CH:17]=[CH:16][C:15]=4[CH3:21])[N+:8]([O-:13])=[C:9]3[CH3:12])=[CH:4][N:3]=2)=[O:26])[CH2:24][CH2:23]1. The yield is 1.00. (2) The reactants are C(=O)([O-])[O-].[K+].[K+].ClC([O:10][C:11]1[CH:16]=[CH:15][CH:14]=[CH:13][CH:12]=1)=O.C(OCC)(=O)C.[CH3:23][CH2:24][CH2:25][CH2:26]CC.C[N:30](C=O)C. No catalyst specified. The product is [NH2:30][C:26]1[CH:25]=[CH:24][CH:23]=[C:14]2[C:15]=1[CH2:16][C@H:11]([OH:10])[CH2:12][CH2:13]2. The yield is 0.530. (3) The reactants are [Cl:1][C:2]1[CH:3]=[C:4]2[C:8](=[CH:9][CH:10]=1)[NH:7][C:6](=[O:11])[CH2:5]2.[CH3:12][N:13]([CH3:28])[CH2:14][CH2:15][NH:16][C:17]([C:19]1[C:23]([CH3:24])=[C:22]([CH:25]=O)[NH:21][C:20]=1[CH3:27])=[O:18]. No catalyst specified. The product is [CH3:12][N:13]([CH3:28])[CH2:14][CH2:15][NH:16][C:17]([C:19]1[C:23]([CH3:24])=[C:22]([CH:25]=[C:5]2[C:4]3[C:8](=[CH:9][CH:10]=[C:2]([Cl:1])[CH:3]=3)[NH:7][C:6]2=[O:11])[NH:21][C:20]=1[CH3:27])=[O:18]. The yield is 0.900.